Dataset: Peptide-MHC class I binding affinity with 185,985 pairs from IEDB/IMGT. Task: Regression. Given a peptide amino acid sequence and an MHC pseudo amino acid sequence, predict their binding affinity value. This is MHC class I binding data. (1) The peptide sequence is VLGMLIPLSVCSV. The MHC is HLA-A02:02 with pseudo-sequence HLA-A02:02. The binding affinity (normalized) is 0.516. (2) The peptide sequence is PYIACRTSI. The MHC is HLA-A23:01 with pseudo-sequence HLA-A23:01. The binding affinity (normalized) is 0.737. (3) The peptide sequence is VKSMILHEIL. The MHC is HLA-B45:01 with pseudo-sequence HLA-B45:01. The binding affinity (normalized) is 0. (4) The peptide sequence is KRIAPMLYK. The MHC is HLA-B48:01 with pseudo-sequence HLA-B48:01. The binding affinity (normalized) is 0.0847. (5) The peptide sequence is VVVRPANL. The MHC is H-2-Db with pseudo-sequence H-2-Db. The binding affinity (normalized) is 0. (6) The peptide sequence is PSDFFYLLF. The MHC is HLA-B57:01 with pseudo-sequence HLA-B57:01. The binding affinity (normalized) is 0.0847.